From a dataset of Reaction yield outcomes from USPTO patents with 853,638 reactions. Predict the reaction yield, written as a fraction of the theoretical maximum amount of product (1.0 means a 100% yield; for example, 0.34 means a 34% yield). The reactants are Cl[C:2]1[CH:14]=[CH:13][C:5]([C:6]([O:8][C:9]([CH3:12])([CH3:11])[CH3:10])=[O:7])=[CH:4][C:3]=1[N+:15]([O-:17])=[O:16].C([O-])([O-])=O.[K+].[K+].[CH3:24][N:25]1[CH2:30][CH2:29][NH:28][CH2:27][CH2:26]1. No catalyst specified. The product is [N+:15]([C:3]1[CH:4]=[C:5]([CH:13]=[CH:14][C:2]=1[N:28]1[CH2:29][CH2:30][N:25]([CH3:24])[CH2:26][CH2:27]1)[C:6]([O:8][C:9]([CH3:12])([CH3:11])[CH3:10])=[O:7])([O-:17])=[O:16]. The yield is 0.680.